This data is from Catalyst prediction with 721,799 reactions and 888 catalyst types from USPTO. The task is: Predict which catalyst facilitates the given reaction. (1) Reactant: [ClH:1].Br[CH:3]1[CH:8]2[N:9](C(OC(C)(C)C)=O)[CH:5]([CH2:6][CH2:7]2)[CH:4]1[C:17]([O:19][CH2:20][CH3:21])=[O:18].C(OCC)(=O)C.CCCCCC. Product: [ClH:1].[CH:5]12[NH:9][CH:8]([CH2:7][CH2:6]1)[CH2:3][CH:4]2[C:17]([O:19][CH2:20][CH3:21])=[O:18]. The catalyst class is: 12. (2) Reactant: [CH3:1][C:2]([CH3:27])([CH3:26])[C@H:3]([NH:7][C:8]([C:10]1[N:11]=[C:12]([C:20]2[CH:25]=[CH:24][CH:23]=[CH:22][CH:21]=2)[N:13]2[CH2:18][CH2:17][N:16]([CH3:19])[CH2:15][C:14]=12)=[O:9])[C:4](O)=[O:5].C(Cl)(=O)C([Cl:31])=O.CN(C=O)C. Product: [CH3:1][C:2]([CH3:27])([CH3:26])[C@H:3]([NH:7][C:8]([C:10]1[N:11]=[C:12]([C:20]2[CH:25]=[CH:24][CH:23]=[CH:22][CH:21]=2)[N:13]2[CH2:18][CH2:17][N:16]([CH3:19])[CH2:15][C:14]=12)=[O:9])[C:4]([Cl:31])=[O:5]. The catalyst class is: 2.